Dataset: Peptide-MHC class I binding affinity with 185,985 pairs from IEDB/IMGT. Task: Regression. Given a peptide amino acid sequence and an MHC pseudo amino acid sequence, predict their binding affinity value. This is MHC class I binding data. (1) The peptide sequence is PLRNDGNRF. The MHC is HLA-A26:01 with pseudo-sequence HLA-A26:01. The binding affinity (normalized) is 0.0847. (2) The peptide sequence is KTDEVVTL. The MHC is HLA-B57:01 with pseudo-sequence HLA-B57:01. The binding affinity (normalized) is 0.193. (3) The peptide sequence is YSKLTKDRK. The MHC is HLA-A11:01 with pseudo-sequence HLA-A11:01. The binding affinity (normalized) is 0.216. (4) The peptide sequence is KTLHSSVQSY. The MHC is HLA-A29:02 with pseudo-sequence HLA-A29:02. The binding affinity (normalized) is 0.193. (5) The peptide sequence is RQFPTAFVF. The MHC is Mamu-B3901 with pseudo-sequence Mamu-B3901. The binding affinity (normalized) is 0.574. (6) The peptide sequence is GVKVRVWLF. The MHC is HLA-B58:01 with pseudo-sequence HLA-B58:01. The binding affinity (normalized) is 0.0847. (7) The peptide sequence is NWDWGVFFK. The MHC is HLA-A69:01 with pseudo-sequence HLA-A69:01. The binding affinity (normalized) is 0.0847.